Dataset: NCI-60 drug combinations with 297,098 pairs across 59 cell lines. Task: Regression. Given two drug SMILES strings and cell line genomic features, predict the synergy score measuring deviation from expected non-interaction effect. (1) Drug 1: C1=C(C(=O)NC(=O)N1)F. Drug 2: CN(CC1=CN=C2C(=N1)C(=NC(=N2)N)N)C3=CC=C(C=C3)C(=O)NC(CCC(=O)O)C(=O)O. Cell line: SK-MEL-28. Synergy scores: CSS=29.3, Synergy_ZIP=0.401, Synergy_Bliss=0.719, Synergy_Loewe=-0.422, Synergy_HSA=-0.231. (2) Drug 1: CC1C(C(CC(O1)OC2CC(CC3=C2C(=C4C(=C3O)C(=O)C5=C(C4=O)C(=CC=C5)OC)O)(C(=O)C)O)N)O.Cl. Drug 2: CN1C(=O)N2C=NC(=C2N=N1)C(=O)N. Cell line: SK-OV-3. Synergy scores: CSS=15.9, Synergy_ZIP=-1.89, Synergy_Bliss=2.89, Synergy_Loewe=-12.4, Synergy_HSA=1.11. (3) Drug 1: CN(CC1=CN=C2C(=N1)C(=NC(=N2)N)N)C3=CC=C(C=C3)C(=O)NC(CCC(=O)O)C(=O)O. Drug 2: CS(=O)(=O)CCNCC1=CC=C(O1)C2=CC3=C(C=C2)N=CN=C3NC4=CC(=C(C=C4)OCC5=CC(=CC=C5)F)Cl. Cell line: SK-OV-3. Synergy scores: CSS=21.1, Synergy_ZIP=-1.54, Synergy_Bliss=0.245, Synergy_Loewe=0.382, Synergy_HSA=2.20. (4) Drug 1: C1CN(P(=O)(OC1)NCCCl)CCCl. Drug 2: CC12CCC3C(C1CCC2OP(=O)(O)O)CCC4=C3C=CC(=C4)OC(=O)N(CCCl)CCCl.[Na+]. Cell line: T-47D. Synergy scores: CSS=0.612, Synergy_ZIP=-0.681, Synergy_Bliss=1.11, Synergy_Loewe=-3.59, Synergy_HSA=-2.26. (5) Drug 1: C1CC(=O)NC(=O)C1N2C(=O)C3=CC=CC=C3C2=O. Drug 2: CCC1(C2=C(COC1=O)C(=O)N3CC4=CC5=C(C=CC(=C5CN(C)C)O)N=C4C3=C2)O.Cl. Cell line: PC-3. Synergy scores: CSS=2.60, Synergy_ZIP=-4.46, Synergy_Bliss=-14.4, Synergy_Loewe=-21.6, Synergy_HSA=-14.1.